Dataset: Full USPTO retrosynthesis dataset with 1.9M reactions from patents (1976-2016). Task: Predict the reactants needed to synthesize the given product. (1) Given the product [Br:1][C:23]1[N:14]2[C:15]([C:19]([O:21][CH3:22])=[O:20])=[CH:16][CH:17]=[CH:18][C:13]2=[N:12][C:11]=1[C:8]1[CH:9]=[CH:10][C:5]([C:3]#[N:4])=[CH:6][CH:7]=1, predict the reactants needed to synthesize it. The reactants are: [Br:1]Br.[C:3]([C:5]1[CH:10]=[CH:9][C:8]([C:11]2[N:12]=[C:13]3[CH:18]=[CH:17][CH:16]=[C:15]([C:19]([O:21][CH3:22])=[O:20])[N:14]3[CH:23]=2)=[CH:7][CH:6]=1)#[N:4]. (2) Given the product [C:26]([Si:23]([CH3:25])([CH3:24])[O:1][C:2]1[CH:3]=[C:4]([CH:11]=[C:12]([C:14]([F:15])([F:16])[F:17])[CH:13]=1)[C:5]([N:7]([O:9][CH3:10])[CH3:8])=[O:6])([CH3:29])([CH3:28])[CH3:27], predict the reactants needed to synthesize it. The reactants are: [OH:1][C:2]1[CH:3]=[C:4]([CH:11]=[C:12]([C:14]([F:17])([F:16])[F:15])[CH:13]=1)[C:5]([N:7]([O:9][CH3:10])[CH3:8])=[O:6].N1C=CN=C1.[Si:23](Cl)([C:26]([CH3:29])([CH3:28])[CH3:27])([CH3:25])[CH3:24]. (3) Given the product [Br:14][C:15]1[CH:16]=[C:17]([N+:22]([O-:24])=[O:23])[C:18]([CH3:3])=[N:19][CH:20]=1, predict the reactants needed to synthesize it. The reactants are: [H-].[Na+].[C:3](OCC)(=O)CC(OCC)=O.[Br:14][C:15]1[CH:16]=[C:17]([N+:22]([O-:24])=[O:23])[C:18](Cl)=[N:19][CH:20]=1. (4) Given the product [F:21][C:22]1[CH:27]=[C:26]([C:16]2[O:15][C:14]([C:12]([NH:11][C:7]3[CH:6]=[C:5]([CH2:4][C:3]([OH:2])=[O:20])[CH:10]=[CH:9][CH:8]=3)=[O:13])=[CH:18][CH:17]=2)[CH:25]=[CH:24][CH:23]=1, predict the reactants needed to synthesize it. The reactants are: C[O:2][C:3](=[O:20])[CH2:4][C:5]1[CH:10]=[CH:9][CH:8]=[C:7]([NH:11][C:12]([C:14]2[O:15][C:16](Br)=[CH:17][CH:18]=2)=[O:13])[CH:6]=1.[F:21][C:22]1[CH:23]=[C:24](B(O)O)[CH:25]=[CH:26][CH:27]=1. (5) Given the product [CH3:7][O:8][C:9]1[CH:10]=[CH:11][C:12]([C:15]2[NH:19][N:18]=[C:17]([CH3:20])[C:16]=2[NH:21][C:22](=[O:29])[C:23]2[CH:28]=[CH:27][CH:26]=[CH:25][CH:24]=2)=[CH:13][CH:14]=1, predict the reactants needed to synthesize it. The reactants are: N1C=CC=CC=1.[CH3:7][O:8][C:9]1[CH:14]=[CH:13][C:12]([C:15]2[NH:19][N:18]=[C:17]([CH3:20])[C:16]=2[NH2:21])=[CH:11][CH:10]=1.[C:22](Cl)(=[O:29])[C:23]1[CH:28]=[CH:27][CH:26]=[CH:25][CH:24]=1.